Dataset: Forward reaction prediction with 1.9M reactions from USPTO patents (1976-2016). Task: Predict the product of the given reaction. (1) The product is: [OH:2][C@:3]1([C@@H:23]2[CH2:27][S:26][C:25](=[O:28])[NH:24]2)[CH2:18][C@H:17]2[CH2:19][C@@H:5]([CH2:6][CH2:7][C@H:8]([CH3:22])[CH:9]=[CH:10][CH2:11][CH2:12][C:13]([CH3:21])=[CH:14][C:15](=[O:20])[O:16]2)[O:4]1. Given the reactants C[O:2][C@:3]1([C@@H:23]2[CH2:27][S:26][C:25](=[O:28])[N:24]2CC2C=CC(OC)=CC=2)[CH2:18][C@H:17]2[CH2:19][C@@H:5]([CH2:6][CH2:7][C@H:8]([CH3:22])[CH:9]=[CH:10][CH2:11][CH2:12][C:13]([CH3:21])=[CH:14][C:15](=[O:20])[O:16]2)[O:4]1.CO[C@]1([C@@H]2CSC(=O)N2CC2C=CC(OC)=CC=2)C[C@H]2C[C@@H](CCCC=CCCC(C)=CC(=O)O2)O1, predict the reaction product. (2) Given the reactants S(Cl)([Cl:3])=O.[OH:5][C:6]1[C:11](=[O:12])[CH:10]=[C:9]([CH:13]([OH:18])[C:14]([F:17])([F:16])[F:15])[N:8]([CH3:19])[C:7]=1[CH2:20]O.CO.[Cl:24]CCl, predict the reaction product. The product is: [ClH:3].[Cl:24][CH2:20][C:7]1[N:8]([CH3:19])[C:9]([CH:13]([OH:18])[C:14]([F:17])([F:16])[F:15])=[CH:10][C:11](=[O:12])[C:6]=1[OH:5]. (3) Given the reactants [Cl:1][C:2]1[N:11]=[C:10]([NH:12][C:13]2[CH:18]=[CH:17][CH:16]=[CH:15][CH:14]=2)[C:9]2[C:4](=[CH:5][CH:6]=[CH:7][CH:8]=2)[N:3]=1.[NH2:19][C:20]1[CH:25]=[CH:24][C:23]([N:26]2[CH2:31][CH2:30][CH2:29][CH2:28][CH2:27]2)=[CH:22][CH:21]=1.[ClH:32], predict the reaction product. The product is: [ClH:1].[ClH:32].[N:26]1([C:23]2[CH:22]=[CH:21][C:20]([NH:19][C:2]3[N:11]=[C:10]([NH:12][C:13]4[CH:18]=[CH:17][CH:16]=[CH:15][CH:14]=4)[C:9]4[C:4](=[CH:5][CH:6]=[CH:7][CH:8]=4)[N:3]=3)=[CH:25][CH:24]=2)[CH2:31][CH2:30][CH2:29][CH2:28][CH2:27]1. (4) Given the reactants Br[CH2:2][C:3]1[CH:8]=[CH:7][CH:6]=[CH:5][N:4]=1.[Si:9]([C:13]#[CH:14])([CH3:12])([CH3:11])[CH3:10], predict the reaction product. The product is: [CH3:2][C:3]1[CH:8]=[CH:7][CH:6]=[C:5]([C:14]#[C:13][Si:9]([CH3:12])([CH3:11])[CH3:10])[N:4]=1. (5) Given the reactants FC(F)(F)S(O[C:7]1[C:8]2[C:13]([N:14]=[C:15]3[C:20]=1[CH2:19][CH2:18][CH2:17][CH2:16]3)=[CH:12][CH:11]=[C:10]([Cl:21])[CH:9]=2)(=O)=O.C([O-])([O-])=O.[Cs+].[Cs+].[NH2:30][CH2:31][CH2:32][C:33]#[CH:34], predict the reaction product. The product is: [CH2:31]([NH:30][C:7]1[C:8]2[C:13]([N:14]=[C:15]3[C:20]=1[CH2:19][CH2:18][CH2:17][CH2:16]3)=[CH:12][CH:11]=[C:10]([Cl:21])[CH:9]=2)[CH2:32][C:33]#[CH:34]. (6) Given the reactants [CH3:1][N:2]1[CH2:15][CH2:14][C:13]2[C:12]3[CH:11]=[C:10]([CH3:16])[CH:9]=[CH:8][C:7]=3[NH:6][C:5]=2[CH2:4][CH2:3]1.Br[CH:18]=[C:19]([C:21]1[CH:26]=[CH:25][CH:24]=[C:23]([F:27])[CH:22]=1)[CH3:20].N1CCC[C@H]1C(O)=O.[O-]P([O-])([O-])=O.[K+].[K+].[K+], predict the reaction product. The product is: [F:27][C:23]1[CH:22]=[C:21](/[C:19](/[CH3:20])=[CH:18]\[N:6]2[C:7]3[CH:8]=[CH:9][C:10]([CH3:16])=[CH:11][C:12]=3[C:13]3[CH2:14][CH2:15][N:2]([CH3:1])[CH2:3][CH2:4][C:5]2=3)[CH:26]=[CH:25][CH:24]=1. (7) Given the reactants [Br:1][C:2]1[CH:3]=[C:4]([N:8]2[C:16]3[CH2:15][CH2:14][CH2:13][CH:12](O)[C:11]=3[C:10]([C:18]([O:20][CH2:21][CH3:22])=[O:19])=[N:9]2)[CH:5]=[CH:6][CH:7]=1.S(Cl)([Cl:25])=O, predict the reaction product. The product is: [Br:1][C:2]1[CH:3]=[C:4]([N:8]2[C:16]3[CH2:15][CH2:14][CH2:13][CH:12]([Cl:25])[C:11]=3[C:10]([C:18]([O:20][CH2:21][CH3:22])=[O:19])=[N:9]2)[CH:5]=[CH:6][CH:7]=1. (8) Given the reactants O[C:2]1([C:11]2[CH:12]=[N:13][CH:14]=[CH:15][CH:16]=2)[CH2:7][CH:6]2[CH2:8][CH2:9][CH:3]1[CH2:4][C:5]2=[O:10].CCN(CC)CC.S(Cl)(C)(=O)=O, predict the reaction product. The product is: [N:13]1[CH:14]=[CH:15][CH:16]=[C:11]([C:2]2[CH:3]3[CH2:9][CH2:8][CH:6]([CH:7]=2)[C:5](=[O:10])[CH2:4]3)[CH:12]=1. (9) Given the reactants CON(C)[C:4](=[O:15])[C:5]1[CH:10]=[CH:9][C:8]([C:11]([F:14])([F:13])[F:12])=[N:7][CH:6]=1.[CH3:17][Mg]Br.C1(C)C=CC=CC=1.C1COCC1, predict the reaction product. The product is: [F:12][C:11]([F:14])([F:13])[C:8]1[N:7]=[CH:6][C:5]([C:4](=[O:15])[CH3:17])=[CH:10][CH:9]=1.